From a dataset of Reaction yield outcomes from USPTO patents with 853,638 reactions. Predict the reaction yield, written as a fraction of the theoretical maximum amount of product (1.0 means a 100% yield; for example, 0.34 means a 34% yield). (1) The reactants are FC(F)(F)C([NH:5][C:6]1[CH:7]=[C:8]([CH:13]=[CH:14][C:15]=1OS(C(F)(F)F)(=O)=O)[C:9]([O:11][CH3:12])=[O:10])=O.[C:26]([C:28]1[CH:33]=[CH:32][CH:31]=[CH:30][CH:29]=1)#[CH:27].CN(C)C(=N)N(C)C. The catalyst is CN(C=O)C.CCOCC.Cl[Pd](Cl)([P](C1C=CC=CC=1)(C1C=CC=CC=1)C1C=CC=CC=1)[P](C1C=CC=CC=1)(C1C=CC=CC=1)C1C=CC=CC=1. The product is [C:28]1([C:26]2[NH:5][C:6]3[C:15]([CH:27]=2)=[CH:14][CH:13]=[C:8]([C:9]([O:11][CH3:12])=[O:10])[CH:7]=3)[CH:33]=[CH:32][CH:31]=[CH:30][CH:29]=1. The yield is 0.390. (2) The yield is 0.323. The product is [C:1]([S:5]([C:8]1[CH:9]=[C:10]2[C:15](=[CH:16][C:17]=1[O:18][CH2:27][C:28](=[O:30])[CH3:29])[N:14]=[CH:13][CH:12]=[C:11]2[Cl:19])(=[O:6])=[O:7])([CH3:4])([CH3:2])[CH3:3]. The reactants are [C:1]([S:5]([C:8]1[CH:9]=[C:10]2[C:15](=[CH:16][C:17]=1[OH:18])[N:14]=[CH:13][CH:12]=[C:11]2[Cl:19])(=[O:7])=[O:6])([CH3:4])([CH3:3])[CH3:2].C([O-])([O-])=O.[K+].[K+].Cl[CH2:27][C:28](=[O:30])[CH3:29]. The catalyst is CN(C=O)C.